Dataset: Drug-target binding data from BindingDB using Ki measurements. Task: Regression. Given a target protein amino acid sequence and a drug SMILES string, predict the binding affinity score between them. We predict pKi (pKi = -log10(Ki in M); higher means stronger inhibition). Dataset: bindingdb_ki. The drug is CCC(CC)CN(C[C@@H](O)[C@H](Cc1ccccc1)NC(=O)O[C@H]1CO[C@H]2OCC[C@@H]12)S(=O)(=O)c1ccc(CO)cc1. The target protein sequence is PQITLWKRPLVTVKIGGQLREALLDTGADDTVLEDINLPGKWKPKMIGGIGGFIKVKQYEQVLIEICGKKAIGTVLVGPTPVNIIGRNMLTQIGCTLNF. The pKi is 10.